Dataset: Forward reaction prediction with 1.9M reactions from USPTO patents (1976-2016). Task: Predict the product of the given reaction. Given the reactants [Cl:1][C:2]1[CH:31]=[CH:30][C:5]([CH2:6][NH:7][C:8]([C:10]2[C:19](=[O:20])[C:18]3[C:13](=[C:14](I)[CH:15]=[C:16]([CH2:21][CH:22]4[CH2:27][CH2:26][O:25][CH2:24][CH2:23]4)[CH:17]=3)[N:12]([CH3:29])[CH:11]=2)=[O:9])=[CH:4][CH:3]=1.[CH2:32]([OH:36])[CH2:33][C:34]#[CH:35], predict the reaction product. The product is: [Cl:1][C:2]1[CH:31]=[CH:30][C:5]([CH2:6][NH:7][C:8]([C:10]2[C:19](=[O:20])[C:18]3[C:13](=[C:14]([C:35]#[C:34][CH2:33][CH2:32][OH:36])[CH:15]=[C:16]([CH2:21][CH:22]4[CH2:27][CH2:26][O:25][CH2:24][CH2:23]4)[CH:17]=3)[N:12]([CH3:29])[CH:11]=2)=[O:9])=[CH:4][CH:3]=1.